Predict the reaction yield, written as a fraction of the theoretical maximum amount of product (1.0 means a 100% yield; for example, 0.34 means a 34% yield). From a dataset of Reaction yield outcomes from USPTO patents with 853,638 reactions. (1) The reactants are [F:1][C:2]1[CH:7]=[CH:6][C:5]([O:8][C:9]2[CH:14]=[CH:13][CH:12]=[CH:11][C:10]=2[N+:15]([O-])=O)=[C:4]([O:18][CH3:19])[CH:3]=1.[Cl-].[NH4+]. The catalyst is CO.O.[Cl-].[Zn+2].[Cl-]. The product is [F:1][C:2]1[CH:7]=[CH:6][C:5]([O:8][C:9]2[CH:14]=[CH:13][CH:12]=[CH:11][C:10]=2[NH2:15])=[C:4]([O:18][CH3:19])[CH:3]=1. The yield is 1.00. (2) The reactants are [F:1][C:2]1[CH:3]=[C:4]2[C:8](=[CH:9][CH:10]=1)[C:7](=[O:11])[CH2:6][CH2:5]2.[N-:12]=[N+]=[N-].[Na+].[OH-].[Na+].C(OCC)(=O)C. The catalyst is C(Cl)Cl.CCCCCC. The product is [F:1][C:2]1[CH:3]=[C:4]2[C:8](=[CH:9][CH:10]=1)[C:7](=[O:11])[NH:12][CH2:6][CH2:5]2. The yield is 0.693. (3) The reactants are [Cl:1][C:2]1[N:7]=[C:6]([Cl:8])[C:5]([C:9](Cl)=[O:10])=[CH:4][N:3]=1.[F:12][C:13]1[CH:18]=[CH:17][C:16]([CH2:19][NH2:20])=[CH:15][CH:14]=1.CCN(C(C)C)C(C)C. The catalyst is ClCCl. The product is [Cl:1][C:2]1[N:7]=[C:6]([Cl:8])[C:5]([C:9]([NH:20][CH2:19][C:16]2[CH:17]=[CH:18][C:13]([F:12])=[CH:14][CH:15]=2)=[O:10])=[CH:4][N:3]=1. The yield is 0.620. (4) The reactants are [C:1]([O:5][C:6]([N:8]1[CH2:13][CH2:12][CH:11]([NH:14][C:15]2[CH:20]=[CH:19][CH:18]=[CH:17][C:16]=2[OH:21])[CH2:10][CH2:9]1)=[O:7])([CH3:4])([CH3:3])[CH3:2].Br[CH2:23][C:24]([O:26][CH3:27])=[O:25].C(=O)([O-])[O-].[K+].[K+].O. The catalyst is CN(C)C=O. The product is [C:1]([O:5][C:6]([N:8]1[CH2:13][CH2:12][CH:11]([NH:14][C:15]2[CH:20]=[CH:19][CH:18]=[CH:17][C:16]=2[O:21][CH2:23][C:24]([O:26][CH3:27])=[O:25])[CH2:10][CH2:9]1)=[O:7])([CH3:4])([CH3:2])[CH3:3]. The yield is 0.830.